Predict the reactants needed to synthesize the given product. From a dataset of Full USPTO retrosynthesis dataset with 1.9M reactions from patents (1976-2016). (1) Given the product [NH2:1][C:4]1[C:5]([NH:13][CH:14]2[CH2:19][CH2:18][CH2:17][CH:16]([CH2:20][CH2:21][C:22]#[N:23])[CH2:15]2)=[C:6]2[S:12][CH:11]=[CH:10][C:7]2=[N:8][CH:9]=1, predict the reactants needed to synthesize it. The reactants are: [N+:1]([C:4]1[C:5]([NH:13][CH:14]2[CH2:19][CH2:18][CH2:17][CH:16]([CH:20]=[CH:21][C:22]#[N:23])[CH2:15]2)=[C:6]2[S:12][CH:11]=[CH:10][C:7]2=[N:8][CH:9]=1)([O-])=O. (2) Given the product [N:7]1[CH:8]=[CH:9][C:10]([C:13]2[C:14]([C:26]3[CH:27]=[C:28]([CH:31]=[CH:32][CH:33]=3)[CH2:29][NH2:30])=[N:15][N:16]([CH2:18][O:19][CH2:20][CH2:21][Si:22]([CH3:25])([CH3:23])[CH3:24])[CH:17]=2)=[CH:11][CH:12]=1, predict the reactants needed to synthesize it. The reactants are: [H-].[Al+3].[Li+].[H-].[H-].[H-].[N:7]1[CH:12]=[CH:11][C:10]([C:13]2[C:14]([C:26]3[CH:27]=[C:28]([CH:31]=[CH:32][CH:33]=3)[C:29]#[N:30])=[N:15][N:16]([CH2:18][O:19][CH2:20][CH2:21][Si:22]([CH3:25])([CH3:24])[CH3:23])[CH:17]=2)=[CH:9][CH:8]=1. (3) Given the product [Cl:29][C:23]1[CH:22]=[C:21]2[C:26]([CH:27]=[N:28][C:19]([NH:9][CH:10]3[CH2:14][CH2:13][NH:12][CH2:11]3)=[N:20]2)=[CH:25][CH:24]=1, predict the reactants needed to synthesize it. The reactants are: ClC1C=CC2N=C([NH:9][CH:10]3[CH2:14][CH2:13][NH:12][CH2:11]3)OC=2C=1.Cl.Cl[C:19]1[N:28]=[CH:27][C:26]2[C:21](=[CH:22][C:23]([Cl:29])=[CH:24][CH:25]=2)[N:20]=1.C(OC(N1CCC(N)C1)=O)(C)(C)C.